Dataset: Reaction yield outcomes from USPTO patents with 853,638 reactions. Task: Predict the reaction yield, written as a fraction of the theoretical maximum amount of product (1.0 means a 100% yield; for example, 0.34 means a 34% yield). (1) The reactants are [NH:1]1[CH2:6][CH2:5][O:4][CH2:3][CH2:2]1.C([O-])([O-])=O.[K+].[K+].[Br:13][C:14]1[CH:15]=[C:16]([CH:19]=[CH:20][CH:21]=1)[CH2:17]Br. The catalyst is C(#N)C.O. The product is [Br:13][C:14]1[CH:15]=[C:16]([CH:19]=[CH:20][CH:21]=1)[CH2:17][N:1]1[CH2:6][CH2:5][O:4][CH2:3][CH2:2]1. The yield is 0.350. (2) The reactants are [Cl:1][C:2]1[CH:3]=[CH:4][C:5]([NH:8][C:9]([C:11]2[CH:16]=[CH:15][CH:14]=[CH:13][C:12]=2[NH:17][C:18]([C:20]2[CH:25]=[CH:24][C:23]([C:26]#[N:27])=[CH:22][CH:21]=2)=[O:19])=[O:10])=[N:6][CH:7]=1.[BH4-].[Na+]. The catalyst is CN(C=O)C.[Co](Cl)Cl. The product is [NH2:27][CH2:26][C:23]1[CH:22]=[CH:21][C:20]([C:18]([NH:17][C:12]2[CH:13]=[CH:14][CH:15]=[CH:16][C:11]=2[C:9](=[O:10])[NH:8][C:5]2[CH:4]=[CH:3][C:2]([Cl:1])=[CH:7][N:6]=2)=[O:19])=[CH:25][CH:24]=1. The yield is 0.300. (3) The reactants are [F:1][C:2]1[CH:10]=[C:9]([CH:11]([O:13][CH2:14][C:15]2([C:28]3[CH:33]=[CH:32][C:31]([F:34])=[CH:30][CH:29]=3)[CH2:20][CH2:19][N:18](C(OC(C)(C)C)=O)[CH2:17][CH2:16]2)[CH3:12])[C:8]2[C:4](=[CH:5][N:6](COCC[Si](C)(C)C)[N:7]=2)[CH:3]=1. The catalyst is FC(F)(F)C(O)=O. The product is [F:1][C:2]1[CH:10]=[C:9]([CH:11]([O:13][CH2:14][C:15]2([C:28]3[CH:33]=[CH:32][C:31]([F:34])=[CH:30][CH:29]=3)[CH2:20][CH2:19][NH:18][CH2:17][CH2:16]2)[CH3:12])[C:8]2[C:4](=[CH:5][NH:6][N:7]=2)[CH:3]=1. The yield is 0.749. (4) The yield is 0.860. The product is [Cl:33][CH2:34][C:35]([NH:2][C@H:3]1[CH2:8][CH2:7][CH2:6][N:5]([C:9]([C:11]2[S:12][C:13]([C:16]3[C:20]([CH3:21])=[C:19]([C:22]([F:25])([F:24])[F:23])[O:18][N:17]=3)=[CH:14][CH:15]=2)=[O:10])[CH2:4]1)=[O:36]. The catalyst is C1COCC1. The reactants are Cl.[NH2:2][C@H:3]1[CH2:8][CH2:7][CH2:6][N:5]([C:9]([C:11]2[S:12][C:13]([C:16]3[C:20]([CH3:21])=[C:19]([C:22]([F:25])([F:24])[F:23])[O:18][N:17]=3)=[CH:14][CH:15]=2)=[O:10])[CH2:4]1.C(N(CC)CC)C.[Cl:33][CH2:34][C:35](Cl)=[O:36]. (5) The reactants are [N:1]12[CH2:8][CH2:7][C:4]([C:9]([C:16]3[S:17][CH:18]=[CH:19][CH:20]=3)([C:11]3[S:12][CH:13]=[CH:14][CH:15]=3)[OH:10])([CH2:5][CH2:6]1)[CH2:3][CH2:2]2.[Br:21][CH2:22][CH2:23][CH2:24][C:25]1[CH:30]=[CH:29][CH:28]=[CH:27][CH:26]=1. The catalyst is C(Cl)(Cl)Cl. The product is [Br-:21].[OH:10][C:9]([C:16]1[S:17][CH:18]=[CH:19][CH:20]=1)([C:11]1[S:12][CH:13]=[CH:14][CH:15]=1)[C:4]12[CH2:5][CH2:6][N+:1]([CH2:22][CH2:23][CH2:24][C:25]3[CH:30]=[CH:29][CH:28]=[CH:27][CH:26]=3)([CH2:8][CH2:7]1)[CH2:2][CH2:3]2. The yield is 0.623. (6) The reactants are [C:1]([C:5]1[CH:10]=[CH:9][C:8]([CH2:11][C:12]#[N:13])=[CH:7][CH:6]=1)([CH3:4])([CH3:3])[CH3:2].C([O:16][C:17]([C:19]1[N:23]([CH3:24])[N:22]=[C:21]([CH3:25])[C:20]=1[CH3:26])=O)C.C(C1C=CC(C)=NC=1)C.C(OCCOCCO)C.CO.C[O-].[Na+]. The catalyst is O.CCCCCCC. The product is [O:16]=[C:17]([C:19]1[N:23]([CH3:24])[N:22]=[C:21]([CH3:25])[C:20]=1[CH3:26])[CH:11]([C:8]1[CH:7]=[CH:6][C:5]([C:1]([CH3:4])([CH3:2])[CH3:3])=[CH:10][CH:9]=1)[C:12]#[N:13]. The yield is 0.921. (7) The reactants are [C:1]([N:8]1[CH2:11][C:10](=O)[CH2:9]1)([O:3][C:4]([CH3:7])([CH3:6])[CH3:5])=[O:2].[CH2:13]([CH2:15][NH2:16])[OH:14]. No catalyst specified. The product is [C:1]([N:8]1[CH2:11][CH:10]([NH:16][CH2:15][CH2:13][OH:14])[CH2:9]1)([O:3][C:4]([CH3:7])([CH3:6])[CH3:5])=[O:2]. The yield is 0.623.